This data is from Full USPTO retrosynthesis dataset with 1.9M reactions from patents (1976-2016). The task is: Predict the reactants needed to synthesize the given product. (1) Given the product [Cl:1][C:2]1[CH:3]=[C:4]([CH:25]=[CH:26][C:27]=1[Cl:28])[O:5][C:6]1[CH:11]=[CH:10][CH:9]=[CH:8][C:7]=1[NH:12][S:13]([C:16]1[CH:24]=[CH:23][C:19]([C:20]([N:32]2[CH2:33][CH2:34][N:29]([CH2:35][C:36]([NH:38][C:39]3[CH:44]=[CH:43][CH:42]=[CH:41][N:40]=3)=[O:37])[CH2:30][CH2:31]2)=[O:21])=[CH:18][CH:17]=1)(=[O:15])=[O:14], predict the reactants needed to synthesize it. The reactants are: [Cl:1][C:2]1[CH:3]=[C:4]([CH:25]=[CH:26][C:27]=1[Cl:28])[O:5][C:6]1[CH:11]=[CH:10][CH:9]=[CH:8][C:7]=1[NH:12][S:13]([C:16]1[CH:24]=[CH:23][C:19]([C:20](O)=[O:21])=[CH:18][CH:17]=1)(=[O:15])=[O:14].[N:29]1([CH2:35][C:36]([NH:38][C:39]2[CH:44]=[CH:43][CH:42]=[CH:41][N:40]=2)=[O:37])[CH2:34][CH2:33][NH:32][CH2:31][CH2:30]1. (2) Given the product [F:26][C:22]1[CH:21]=[C:20]([CH:8]([C:4]2[CH:5]=[CH:6][CH:7]=[C:2]([F:1])[CH:3]=2)[N:9]2[CH:14]=[CH:13][CH:12]=[C:11]([C:15]([OH:17])=[O:16])[C:10]2=[O:19])[CH:25]=[CH:24][CH:23]=1, predict the reactants needed to synthesize it. The reactants are: [F:1][C:2]1[CH:3]=[C:4]([CH:8]([C:20]2[CH:25]=[CH:24][CH:23]=[C:22]([F:26])[CH:21]=2)[N:9]2[CH:14]=[CH:13][CH:12]=[C:11]([C:15]([O:17]C)=[O:16])[C:10]2=[O:19])[CH:5]=[CH:6][CH:7]=1. (3) Given the product [C:34]([O:33][C:31]([N:28]1[CH2:27][CH2:26][N:25]([C:22]2[CH:23]=[CH:24][C:19]([NH:18][C:2]3[C:11]4[C:6](=[CH:7][CH:8]=[C:9]([Cl:12])[N:10]=4)[N:5]=[CH:4][C:3]=3[C:13]([O:15][CH3:16])=[O:14])=[CH:20][C:21]=2[C:38]([F:40])([F:41])[F:39])[CH2:30][CH2:29]1)=[O:32])([CH3:37])([CH3:35])[CH3:36], predict the reactants needed to synthesize it. The reactants are: Cl[C:2]1[C:11]2[C:6](=[CH:7][CH:8]=[C:9]([Cl:12])[N:10]=2)[N:5]=[CH:4][C:3]=1[C:13]([O:15][CH2:16]C)=[O:14].[NH2:18][C:19]1[CH:24]=[CH:23][C:22]([N:25]2[CH2:30][CH2:29][N:28]([C:31]([O:33][C:34]([CH3:37])([CH3:36])[CH3:35])=[O:32])[CH2:27][CH2:26]2)=[C:21]([C:38]([F:41])([F:40])[F:39])[CH:20]=1.C(=O)([O-])[O-].[K+].[K+]. (4) Given the product [C:61]([O:64][C:65]1[CH:70]=[CH:69][C:68]([C:71]([NH:58][NH:57][C:55](=[O:56])[C:54]2[CH:59]=[CH:60][C:51]([C:49]3[O:50][C:46]([C:16]4[CH:15]=[C:14]([O:13][CH2:1][CH2:2][CH2:3][CH2:4][CH2:5][CH2:6][CH2:7][CH2:8][CH2:9][CH2:10][CH2:11][CH3:12])[C:19]([O:20][CH2:21][CH2:22][CH2:23][CH2:24][CH2:25][CH2:26][CH2:27][CH2:28][CH2:29][CH2:30][CH2:31][CH3:32])=[C:18]([O:33][CH2:34][CH2:35][CH2:36][CH2:37][CH2:38][CH2:39][CH2:40][CH2:41][CH2:42][CH2:43][CH2:44][CH3:45])[CH:17]=4)=[N:47][N:48]=3)=[CH:52][CH:53]=2)=[O:72])=[CH:67][CH:66]=1)(=[O:63])[CH3:62], predict the reactants needed to synthesize it. The reactants are: [CH2:1]([O:13][C:14]1[CH:15]=[C:16]([C:46]2[O:50][C:49]([C:51]3[CH:60]=[CH:59][C:54]([C:55]([NH:57][NH2:58])=[O:56])=[CH:53][CH:52]=3)=[N:48][N:47]=2)[CH:17]=[C:18]([O:33][CH2:34][CH2:35][CH2:36][CH2:37][CH2:38][CH2:39][CH2:40][CH2:41][CH2:42][CH2:43][CH2:44][CH3:45])[C:19]=1[O:20][CH2:21][CH2:22][CH2:23][CH2:24][CH2:25][CH2:26][CH2:27][CH2:28][CH2:29][CH2:30][CH2:31][CH3:32])[CH2:2][CH2:3][CH2:4][CH2:5][CH2:6][CH2:7][CH2:8][CH2:9][CH2:10][CH2:11][CH3:12].[C:61]([O:64][C:65]1[CH:70]=[CH:69][C:68]([C:71](Cl)=[O:72])=[CH:67][CH:66]=1)(=[O:63])[CH3:62].N1C=CC=CC=1.O. (5) Given the product [C:49]([O:48][C:46]([NH:45][C@H:41]([C:42]([O:29][CH2:28][C:2]([F:1])([F:30])[CH2:3][N:4]1[C:8]([C:9]2[CH:10]=[CH:11][C:12]([F:15])=[CH:13][CH:14]=2)=[C:7]([C:16]2[CH:17]=[CH:18][C:19]3[O:24][CH2:23][C:22](=[O:25])[NH:21][C:20]=3[CH:26]=2)[C:6]([CH3:27])=[N:5]1)=[O:43])[CH2:40][C:39]([O:38][CH2:31][C:32]1[CH:33]=[CH:34][CH:35]=[CH:36][CH:37]=1)=[O:53])=[O:47])([CH3:51])([CH3:52])[CH3:50], predict the reactants needed to synthesize it. The reactants are: [F:1][C:2]([F:30])([CH2:28][OH:29])[CH2:3][N:4]1[C:8]([C:9]2[CH:14]=[CH:13][C:12]([F:15])=[CH:11][CH:10]=2)=[C:7]([C:16]2[CH:17]=[CH:18][C:19]3[O:24][CH2:23][C:22](=[O:25])[NH:21][C:20]=3[CH:26]=2)[C:6]([CH3:27])=[N:5]1.[CH2:31]([O:38][C:39](=[O:53])[CH2:40][C@H:41]([NH:45][C:46]([O:48][C:49]([CH3:52])([CH3:51])[CH3:50])=[O:47])[C:42](O)=[O:43])[C:32]1[CH:37]=[CH:36][CH:35]=[CH:34][CH:33]=1.CCN=C=NCCCN(C)C.C([O-])(O)=O.[Na+]. (6) Given the product [F:71][C:69]1[CH:70]=[C:65]([CH:66]=[C:67]([F:72])[CH:68]=1)[CH2:64][C@H:50]([NH:49][C:11]([C:8]1[CH:9]=[C:10]2[C:5](=[CH:6][CH:7]=1)[CH2:4][CH2:3][C:2]2=[O:1])=[O:13])[C@H:51]([OH:63])[CH2:52][NH:53][CH2:54][C:55]1[CH:60]=[CH:59][CH:58]=[C:57]([CH2:61][CH3:62])[CH:56]=1, predict the reactants needed to synthesize it. The reactants are: [O:1]=[C:2]1[C:10]2[C:5](=[CH:6][CH:7]=[C:8]([C:11]([OH:13])=O)[CH:9]=2)[CH2:4][CH2:3]1.C(N(C(C)C)CC)(C)C.CN(C(ON1N=NC2C=CC=NC1=2)=[N+](C)C)C.F[P-](F)(F)(F)(F)F.Cl.Cl.[NH2:49][C@@H:50]([CH2:64][C:65]1[CH:70]=[C:69]([F:71])[CH:68]=[C:67]([F:72])[CH:66]=1)[C@H:51]([OH:63])[CH2:52][NH:53][CH2:54][C:55]1[CH:60]=[CH:59][CH:58]=[C:57]([CH2:61][CH3:62])[CH:56]=1. (7) Given the product [CH2:23]([O:22][C:20](=[O:21])[NH:19][CH2:18][CH2:17][CH2:16][CH2:15][C:12]1[CH:13]=[CH:14][C:9]([O:8][CH2:7][CH2:6][CH:5]([NH:30][C:31]([O:33][C:34]([CH3:37])([CH3:35])[CH3:36])=[O:32])[C:4](=[O:38])[NH2:1])=[CH:10][CH:11]=1)[C:24]1[CH:25]=[CH:26][CH:27]=[CH:28][CH:29]=1, predict the reactants needed to synthesize it. The reactants are: [NH3:1].CO[C:4](=[O:38])[CH:5]([NH:30][C:31]([O:33][C:34]([CH3:37])([CH3:36])[CH3:35])=[O:32])[CH2:6][CH2:7][O:8][C:9]1[CH:14]=[CH:13][C:12]([CH2:15][CH2:16][CH2:17][CH2:18][NH:19][C:20]([O:22][CH2:23][C:24]2[CH:29]=[CH:28][CH:27]=[CH:26][CH:25]=2)=[O:21])=[CH:11][CH:10]=1.